Dataset: Blood-brain barrier permeability classification from the B3DB database. Task: Regression/Classification. Given a drug SMILES string, predict its absorption, distribution, metabolism, or excretion properties. Task type varies by dataset: regression for continuous measurements (e.g., permeability, clearance, half-life) or binary classification for categorical outcomes (e.g., BBB penetration, CYP inhibition). Dataset: b3db_classification. (1) The molecule is CN(C)[C@H]1CCc2[nH]c3ccccc3c2C1. The result is 1 (penetrates BBB). (2) The drug is C=C1CCC(O)C/C1=C\C=C1/CCCC2(C)C1CCC2C(C)CCCC(C)(C)O. The result is 0 (does not penetrate BBB). (3) The compound is CSCCC(NC(C)=O)C(=O)Oc1ccc(NC(C)=O)cc1. The result is 1 (penetrates BBB). (4) The drug is CC12N[C@@H](Cc3ccccc31)c1ccccc12. The result is 1 (penetrates BBB). (5) The drug is NC(=O)OCC1C(NC(=O)/C(=N/OCC(=O)O)c2csc(N)n2)C(=O)N1S(=O)(=O)O. The result is 0 (does not penetrate BBB). (6) The compound is CN(C)[C@@H]1C(=O)C(C(N)=O)=C(O)[C@@]2(O)C(=O)C3=C(O)c4c(O)cccc4[C@@](C)(O)[C@H]3C[C@@H]12. The result is 0 (does not penetrate BBB). (7) The compound is C/C=C1/CN(C)C2Cc3c([nH]c4ccccc34)C(c3cc4[nH]c5c(c4cc3OC)CCN3CC4CC(CC)C3C5(C(=O)OC)C4)CC1C2C(=O)OC. The result is 0 (does not penetrate BBB). (8) The compound is COc1ccc([C@@H]2[C@@H](C(=O)O)[C@@H]2S(=O)(=O)c2ccc(C)cc2)cc1. The result is 1 (penetrates BBB). (9) The compound is CC12CCC3c4ccc(OC(=O)N(CCCl)CCCl)cc4CCC3C1CCC2O. The result is 0 (does not penetrate BBB).